This data is from Full USPTO retrosynthesis dataset with 1.9M reactions from patents (1976-2016). The task is: Predict the reactants needed to synthesize the given product. (1) Given the product [CH2:4]([CH:6]([CH:7]1[NH:16][C:17](=[O:19])[NH:15][C:11]1=[O:14])[CH2:9][CH3:10])[CH3:5], predict the reactants needed to synthesize it. The reactants are: [C-]#N.[Na+].[CH2:4]([CH:6]([CH2:9][CH3:10])[CH:7]=O)[CH3:5].[C:11](=[O:14])([O-])[O-].[NH4+:15].[NH4+:16].[CH2:17]([OH:19])C. (2) Given the product [CH:22]1([CH2:21][O:12][C:5]2[CH:6]=[C:7]([CH:10]=[CH:11][C:4]=2[O:3][CH:2]([F:13])[F:1])[CH:8]=[O:9])[CH2:24][CH2:23]1, predict the reactants needed to synthesize it. The reactants are: [F:1][CH:2]([F:13])[O:3][C:4]1[CH:11]=[CH:10][C:7]([CH:8]=[O:9])=[CH:6][C:5]=1[OH:12].C(=O)([O-])[O-].[K+].[K+].Br[CH2:21][CH:22]1[CH2:24][CH2:23]1.[OH-].[Na+].